Dataset: Reaction yield outcomes from USPTO patents with 853,638 reactions. Task: Predict the reaction yield, written as a fraction of the theoretical maximum amount of product (1.0 means a 100% yield; for example, 0.34 means a 34% yield). (1) The catalyst is CN(C)C=O. The reactants are [CH3:1][C:2]1[CH:10]=[CH:9][C:8]([N:11]([CH3:20])[S:12]([C:15]2[S:16][CH:17]=[CH:18][CH:19]=2)(=[O:14])=[O:13])=[C:7]2[C:3]=1[CH:4]=[C:5]([C:21]([OH:23])=O)[NH:6]2.[N:24]1(O)C2C=CC=CC=2N=N1.Cl.CN(C)CCCN=C=NCC.N. The yield is 0.840. The product is [CH3:1][C:2]1[CH:10]=[CH:9][C:8]([N:11]([CH3:20])[S:12]([C:15]2[S:16][CH:17]=[CH:18][CH:19]=2)(=[O:14])=[O:13])=[C:7]2[C:3]=1[CH:4]=[C:5]([C:21]([NH2:24])=[O:23])[NH:6]2. (2) The catalyst is C(Cl)(Cl)Cl. The yield is 0.950. The product is [Zn:53].[OH:1][C:2]1[CH:7]=[CH:6][C:5]([OH:8])=[CH:4][C:3]=1[C:9]1[C:10]2[NH:14][C:13]([C:15]([CH2:40][CH2:41][CH2:42][CH2:43][CH2:44][CH2:45][CH3:46])=[C:16]3[N:39]=[C:19]([CH:20]=[C:21]4[NH:38][C:24](=[C:25]([CH2:31][CH2:32][CH2:33][CH2:34][CH2:35][CH2:36][CH3:37])[C:26]5[CH:27]=[CH:28][C:29]=1[N:30]=5)[CH:23]=[CH:22]4)[CH:18]=[CH:17]3)=[CH:12][CH:11]=2. The reactants are [OH:1][C:2]1[CH:7]=[CH:6][C:5]([OH:8])=[CH:4][C:3]=1[C:9]1[C:10]2[NH:14][C:13]([C:15]([CH2:40][CH2:41][CH2:42][CH2:43][CH2:44][CH2:45][CH3:46])=[C:16]3[N:39]=[C:19]([CH:20]=[C:21]4[NH:38][C:24](=[C:25]([CH2:31][CH2:32][CH2:33][CH2:34][CH2:35][CH2:36][CH3:37])[C:26]5[CH:27]=[CH:28][C:29]=1[N:30]=5)[CH:23]=[CH:22]4)[CH:18]=[CH:17]3)=[CH:12][CH:11]=2.CO.C([O-])(=O)C.[Zn+2:53].C([O-])(=O)C. (3) The reactants are Cl[CH2:2][C:3]([NH:5][C:6]1[CH:23]=[CH:22][C:9]2[N:10]=[C:11]([NH:14][CH2:15][C:16]3[O:17][C:18]([CH3:21])=[CH:19][CH:20]=3)[O:12][CH2:13][C:8]=2[CH:7]=1)=[O:4].[CH3:24][N:25]1[CH2:30][CH2:29][NH:28][CH2:27][CH2:26]1. The catalyst is C(#N)C. The product is [CH3:21][C:18]1[O:17][C:16]([CH2:15][NH:14][C:11]2[O:12][CH2:13][C:8]3[CH:7]=[C:6]([NH:5][C:3](=[O:4])[CH2:2][N:28]4[CH2:29][CH2:30][N:25]([CH3:24])[CH2:26][CH2:27]4)[CH:23]=[CH:22][C:9]=3[N:10]=2)=[CH:20][CH:19]=1. The yield is 0.710. (4) The reactants are [N:1]1[CH:6]=[CH:5][CH:4]=[CH:3][C:2]=1[CH:7]1[CH2:12][CH2:11][N:10]([CH2:13][C:14](OCC)=[O:15])[CH2:9][CH2:8]1.CC(C[AlH]CC(C)C)C. The catalyst is C1(C)C=CC=CC=1. The product is [N:1]1[CH:6]=[CH:5][CH:4]=[CH:3][C:2]=1[CH:7]1[CH2:8][CH2:9][N:10]([CH2:13][CH:14]=[O:15])[CH2:11][CH2:12]1. The yield is 0.770. (5) The reactants are C[O:2][C:3]([C:5]1[N:6]=[N:7][N:8]([C:10]2[CH:15]=[CH:14][CH:13]=[CH:12][C:11]=2[O:16][C:17]2[CH:22]=[CH:21][C:20]([CH3:23])=[CH:19][C:18]=2[OH:24])[CH:9]=1)=[O:4].[OH-].[Li+].Cl. The catalyst is CO.O. The product is [OH:24][C:18]1[CH:19]=[C:20]([CH3:23])[CH:21]=[CH:22][C:17]=1[O:16][C:11]1[CH:12]=[CH:13][CH:14]=[CH:15][C:10]=1[N:8]1[CH:9]=[C:5]([C:3]([OH:4])=[O:2])[N:6]=[N:7]1. The yield is 0.910. (6) The reactants are Cl[C:2]1[N:7]=[CH:6][N:5]=[C:4]([NH:8][C@H:9]2[CH2:12][C@H:11]([NH:13][C:14]3[N:23]=[CH:22][C:21]4[C:16](=[CH:17][CH:18]=[CH:19][CH:20]=4)[N:15]=3)[CH2:10]2)[C:3]=1[NH2:24].[CH3:25][O:26][C:27]([C:29]1[CH:34]=[CH:33][C:32](B(O)O)=[CH:31][CH:30]=1)=[O:28].C(=O)([O-])[O-].[K+].[K+].O1CCOCC1. The catalyst is C1C=CC([P]([Pd]([P](C2C=CC=CC=2)(C2C=CC=CC=2)C2C=CC=CC=2)([P](C2C=CC=CC=2)(C2C=CC=CC=2)C2C=CC=CC=2)[P](C2C=CC=CC=2)(C2C=CC=CC=2)C2C=CC=CC=2)(C2C=CC=CC=2)C2C=CC=CC=2)=CC=1.O. The product is [NH2:24][C:3]1[C:2]([C:32]2[CH:33]=[CH:34][C:29]([C:27]([O:26][CH3:25])=[O:28])=[CH:30][CH:31]=2)=[N:7][CH:6]=[N:5][C:4]=1[NH:8][C@H:9]1[CH2:12][C@H:11]([NH:13][C:14]2[N:23]=[CH:22][C:21]3[C:16](=[CH:17][CH:18]=[CH:19][CH:20]=3)[N:15]=2)[CH2:10]1. The yield is 0.671. (7) The reactants are [CH3:1][C:2]1[CH:3]=[C:4]([C:8]([C:10]2[CH:15]=[CH:14][CH:13]=[CH:12][CH:11]=2)=O)[O:5][C:6]=1[CH3:7].C([O-])(=O)C.[NH4+:20]. No catalyst specified. The product is [CH3:1][C:2]1[CH:3]=[C:4]([OH:5])[C:8]([C:10]2[CH:15]=[CH:14][CH:13]=[CH:12][CH:11]=2)=[N:20][C:6]=1[CH3:7]. The yield is 0.160.